Task: Predict the reactants needed to synthesize the given product.. Dataset: Full USPTO retrosynthesis dataset with 1.9M reactions from patents (1976-2016) (1) The reactants are: [NH2:1][C:2]1[CH:7]=[CH:6][C:5]([CH:8]2[O:13][CH2:12][CH2:11][N:10]([C:14]([O:16][C:17]([CH3:20])([CH3:19])[CH3:18])=[O:15])[CH2:9]2)=[CH:4][C:3]=1[Cl:21].Cl[C:23]1[N:28]=[CH:27][C:26]([CH:29]2[CH2:31][CH2:30]2)=[CH:25][N:24]=1.C(=O)([O-])[O-].[Cs+].[Cs+]. Given the product [Cl:21][C:3]1[CH:4]=[C:5]([CH:8]2[O:13][CH2:12][CH2:11][N:10]([C:14]([O:16][C:17]([CH3:18])([CH3:20])[CH3:19])=[O:15])[CH2:9]2)[CH:6]=[CH:7][C:2]=1[NH:1][C:23]1[N:28]=[CH:27][C:26]([CH:29]2[CH2:31][CH2:30]2)=[CH:25][N:24]=1, predict the reactants needed to synthesize it. (2) Given the product [I:25][C:10]1[CH:9]=[N:8][N:6]2[CH2:7][CH:2]([CH3:1])[N:3]([C:11]([O:13][C:14]([CH3:16])([CH3:15])[CH3:17])=[O:12])[CH2:4][C:5]=12, predict the reactants needed to synthesize it. The reactants are: [CH3:1][CH:2]1[CH2:7][N:6]2[N:8]=[CH:9][CH:10]=[C:5]2[CH2:4][N:3]1[C:11]([O:13][C:14]([CH3:17])([CH3:16])[CH3:15])=[O:12].C1C(=O)N([I:25])C(=O)C1. (3) Given the product [CH3:31][C:32]([CH3:35])([CH3:34])[CH2:33][S:1][C:2]1[N:3]([C:13]2[CH:14]=[CH:15][C:16]([O:19][CH2:20][C:21]([F:24])([F:23])[F:22])=[CH:17][CH:18]=2)[C:4](=[O:12])[C:5]2[CH2:10][C:9](=[O:11])[NH:8][C:6]=2[N:7]=1, predict the reactants needed to synthesize it. The reactants are: [S:1]=[C:2]1[NH:7][C:6]2[NH:8][C:9](=[O:11])[CH2:10][C:5]=2[C:4](=[O:12])[N:3]1[C:13]1[CH:18]=[CH:17][C:16]([O:19][CH2:20][C:21]([F:24])([F:23])[F:22])=[CH:15][CH:14]=1.C(=O)([O-])O.[Na+].I[CH2:31][C:32]([CH3:35])([CH3:34])[CH3:33].C(#N)C. (4) Given the product [NH2:14][C:13]1[N:9]([CH2:2][C:3]2[CH:8]=[CH:7][CH:6]=[CH:5][CH:4]=2)[C:10](=[O:11])[NH:12][C:16](=[O:17])[CH:15]=1, predict the reactants needed to synthesize it. The reactants are: [Na].[CH2:2]([NH:9][C:10]([NH2:12])=[O:11])[C:3]1[CH:8]=[CH:7][CH:6]=[CH:5][CH:4]=1.[C:13]([CH2:15][C:16](OCC)=[O:17])#[N:14]. (5) Given the product [CH2:1]([C:3]1[CH:4]=[CH:5][C:6]([CH:9]([C@@H:15]([CH3:20])[C:16]([F:17])([F:18])[F:19])[C:10]([OH:12])=[O:11])=[CH:7][CH:8]=1)[CH3:2], predict the reactants needed to synthesize it. The reactants are: [CH2:1]([C:3]1[CH:8]=[CH:7][C:6]([CH:9]([C@@H:15]([CH3:20])[C:16]([F:19])([F:18])[F:17])[C:10]([O:12]CC)=[O:11])=[CH:5][CH:4]=1)[CH3:2].[OH-].[Na+]. (6) Given the product [CH3:1][C:2]1([CH3:22])[CH2:6][C:5]2[CH:7]=[CH:8][CH:9]=[C:10]([CH2:11][N:12]3[CH2:13][CH2:14][C:15]4([CH2:19][N:18]([C:30](=[O:31])[CH2:29][C:26]5[CH:27]=[CH:28][N:23]=[CH:24][CH:25]=5)[CH2:17][CH2:16]4)[CH2:20][CH2:21]3)[C:4]=2[O:3]1, predict the reactants needed to synthesize it. The reactants are: [CH3:1][C:2]1([CH3:22])[CH2:6][C:5]2[CH:7]=[CH:8][CH:9]=[C:10]([CH2:11][N:12]3[CH2:21][CH2:20][C:15]4([CH2:19][NH:18][CH2:17][CH2:16]4)[CH2:14][CH2:13]3)[C:4]=2[O:3]1.[N:23]1[CH:28]=[CH:27][C:26]([CH2:29][C:30](O)=[O:31])=[CH:25][CH:24]=1. (7) The reactants are: CC1(C)C(C)(C)OB([C:9]2[CH:10]=[C:11]3[C:15](=[CH:16][CH:17]=2)[NH:14][N:13]=[CH:12]3)O1.Br[C:20]1[CH:21]=[C:22]2[C:28]([C:29]([C:31]3[C:32]([F:50])=[C:33]([NH:38][S:39]([C:42]4[CH:47]=[C:46]([F:48])[CH:45]=[CH:44][C:43]=4[F:49])(=[O:41])=[O:40])[CH:34]=[CH:35][C:36]=3[F:37])=[O:30])=[CH:27][NH:26][C:23]2=[N:24][CH:25]=1.C(=O)([O-])[O-].[K+].[K+]. Given the product [F:50][C:32]1[C:31]([C:29]([C:28]2[C:22]3[C:23](=[N:24][CH:25]=[C:20]([C:9]4[CH:10]=[C:11]5[C:15](=[CH:16][CH:17]=4)[NH:14][N:13]=[CH:12]5)[CH:21]=3)[NH:26][CH:27]=2)=[O:30])=[C:36]([F:37])[CH:35]=[CH:34][C:33]=1[NH:38][S:39]([C:42]1[CH:47]=[C:46]([F:48])[CH:45]=[CH:44][C:43]=1[F:49])(=[O:40])=[O:41], predict the reactants needed to synthesize it. (8) Given the product [CH3:1][N:2]([CH3:20])[N:3]1[C:15]2[C:14]3[CH:13]=[CH:12][CH:11]=[CH:10][C:9]=3[N:8]=[C:7]([NH2:32])[C:6]=2[N:5]=[C:4]1[CH2:16][O:17][CH2:18][CH3:19], predict the reactants needed to synthesize it. The reactants are: [CH3:1][N:2]([CH3:20])[N:3]1[C:15]2[C:14]3[CH:13]=[CH:12][CH:11]=[CH:10][C:9]=3[N:8]=[CH:7][C:6]=2[N:5]=[C:4]1[CH2:16][O:17][CH2:18][CH3:19].C1C=C(Cl)C=C(C(OO)=O)C=1.[NH4+:32].[OH-].